From a dataset of Forward reaction prediction with 1.9M reactions from USPTO patents (1976-2016). Predict the product of the given reaction. Given the reactants FC(F)(F)C([NH:5][C@@H:6]1[C:15]2[C:10](=[CH:11][CH:12]=[CH:13][CH:14]=2)[C@@H:9]([OH:16])[CH2:8][CH2:7]1)=O.[OH-].[Na+], predict the reaction product. The product is: [NH2:5][C@@H:6]1[C:15]2[C:10](=[CH:11][CH:12]=[CH:13][CH:14]=2)[C@@H:9]([OH:16])[CH2:8][CH2:7]1.